This data is from Forward reaction prediction with 1.9M reactions from USPTO patents (1976-2016). The task is: Predict the product of the given reaction. (1) Given the reactants [CH:1]([NH:4][C:5]1[CH:6]=[C:7]([CH:13]=[C:14]([CH3:16])[N:15]=1)[C:8]([O:10]CC)=[O:9])([CH3:3])[CH3:2], predict the reaction product. The product is: [CH:1]([NH:4][C:5]1[CH:6]=[C:7]([CH:13]=[C:14]([CH3:16])[N:15]=1)[C:8]([OH:10])=[O:9])([CH3:3])[CH3:2]. (2) Given the reactants [O:1]=[S:2]1(=[O:16])[CH2:6][CH2:5][CH2:4][N:3]1[C:7]1[CH:15]=[CH:14][C:10]([C:11]([OH:13])=O)=[CH:9][CH:8]=1.[CH3:17][C:18]1[C:23]([N:24]2[CH2:29][CH2:28][NH:27][CH2:26][CH2:25]2)=[CH:22][CH:21]=[C:20]([CH3:30])[N:19]=1, predict the reaction product. The product is: [CH3:17][C:18]1[C:23]([N:24]2[CH2:29][CH2:28][N:27]([C:11]([C:10]3[CH:9]=[CH:8][C:7]([N:3]4[CH2:4][CH2:5][CH2:6][S:2]4(=[O:1])=[O:16])=[CH:15][CH:14]=3)=[O:13])[CH2:26][CH2:25]2)=[CH:22][CH:21]=[C:20]([CH3:30])[N:19]=1. (3) Given the reactants Cl.[Br:2][C:3]1[CH:11]=[CH:10][C:6]([C:7]([OH:9])=[O:8])=[C:5]([NH:12]N)[CH:4]=1.O=[C:15]1[CH2:20][CH2:19][CH2:18][CH:17]([C:21]([O:23][CH2:24][CH3:25])=[O:22])[CH2:16]1, predict the reaction product. The product is: [Br:2][C:3]1[CH:11]=[CH:10][C:6]([C:7]([OH:9])=[O:8])=[C:5]2[C:4]=1[C:20]1[CH2:19][CH2:18][CH:17]([C:21]([O:23][CH2:24][CH3:25])=[O:22])[CH2:16][C:15]=1[NH:12]2.